This data is from Reaction yield outcomes from USPTO patents with 853,638 reactions. The task is: Predict the reaction yield, written as a fraction of the theoretical maximum amount of product (1.0 means a 100% yield; for example, 0.34 means a 34% yield). The reactants are [OH:1][C@@:2]1([C:9]#[C:10][C:11]2[CH:12]=[C:13]([C:17]3[N:22]=[C:21]([C:23](OCC)=[O:24])[CH:20]=[C:19]([C:28]4[NH:32][N:31]=[CH:30][CH:29]=4)[N:18]=3)[CH:14]=[CH:15][CH:16]=2)[CH2:6][CH2:5][N:4]([CH3:7])[C:3]1=[O:8].[NH3:33]. No catalyst specified. The product is [OH:1][C@@:2]1([C:9]#[C:10][C:11]2[CH:12]=[C:13]([C:17]3[N:22]=[C:21]([C:23]([NH2:33])=[O:24])[CH:20]=[C:19]([C:28]4[NH:32][N:31]=[CH:30][CH:29]=4)[N:18]=3)[CH:14]=[CH:15][CH:16]=2)[CH2:6][CH2:5][N:4]([CH3:7])[C:3]1=[O:8]. The yield is 0.380.